This data is from Catalyst prediction with 721,799 reactions and 888 catalyst types from USPTO. The task is: Predict which catalyst facilitates the given reaction. (1) Reactant: [Br:1][C:2]1[C:7]([O:8][CH3:9])=[CH:6][N+:5]([O-])=[C:4]([CH3:11])[CH:3]=1.P(Br)(Br)Br. Product: [Br:1][C:2]1[C:7]([O:8][CH3:9])=[CH:6][N:5]=[C:4]([CH3:11])[CH:3]=1. The catalyst class is: 373. (2) Reactant: [NH2:1][C@H:2]1[CH2:7][CH2:6][C@H:5]([NH:8][C:9]2[CH:10]=[C:11]([N:28]([CH:38]3[CH2:40][CH2:39]3)CC3C=CC(OC)=CC=3)[C:12]3[N:13]([C:15]([C:18]([NH:20][C:21]4C=C[N:24]=[CH:23][C:22]=4F)=[O:19])=[CH:16][N:17]=3)[N:14]=2)[CH2:4][CH2:3]1.[N:41]([CH:44]([CH3:46])[CH3:45])=[C:42]=[O:43].[C:47](O)([C:49]([F:52])(F)F)=O. Product: [CH:38]1([NH:28][C:11]2[C:12]3[N:13]([C:15]([C:18]([NH:20][C:21]4[CH:22]=[CH:23][N:24]=[CH:47][C:49]=4[F:52])=[O:19])=[CH:16][N:17]=3)[N:14]=[C:9]([NH:8][C@H:5]3[CH2:6][CH2:7][C@H:2]([NH:1][C:42](=[O:43])[NH:41][CH:44]([CH3:46])[CH3:45])[CH2:3][CH2:4]3)[CH:10]=2)[CH2:39][CH2:40]1. The catalyst class is: 2. (3) Reactant: Br[CH2:2][CH:3]([C:5]1[CH:10]=[CH:9][C:8]([C:11]2[N:15]=[C:14]([C:16]3[C:20]([CH2:21][CH2:22][CH3:23])=[C:19]([C:24]4[CH:29]=[CH:28][CH:27]=[CH:26][CH:25]=4)[O:18][N:17]=3)[O:13][N:12]=2)=[CH:7][CH:6]=1)[OH:4].[NH:30]1[CH2:34][CH2:33][CH:32]([C:35]([OH:37])=[O:36])[CH2:31]1.C1CCN2C(=NCCC2)CC1. Product: [OH:4][CH:3]([C:5]1[CH:10]=[CH:9][C:8]([C:11]2[N:15]=[C:14]([C:16]3[C:20]([CH2:21][CH2:22][CH3:23])=[C:19]([C:24]4[CH:29]=[CH:28][CH:27]=[CH:26][CH:25]=4)[O:18][N:17]=3)[O:13][N:12]=2)=[CH:7][CH:6]=1)[CH2:2][N:30]1[CH2:34][CH2:33][CH:32]([C:35]([OH:37])=[O:36])[CH2:31]1. The catalyst class is: 16. (4) Reactant: I[C:2]1[C:10]2[CH:9]=[N:8][CH:7]=[N:6][C:5]=2[N:4]([Si:11]([CH:18]([CH3:20])[CH3:19])([CH:15]([CH3:17])[CH3:16])[CH:12]([CH3:14])[CH3:13])[CH:3]=1.C([Mg]Cl)(C)C.[C:26]([O:30][C:31](=[O:51])[N:32]([C:42]1[CH:47]=[CH:46][C:45]([CH:48]=[O:49])=[C:44]([CH3:50])[N:43]=1)[CH2:33][C:34]1[CH:35]=[N:36][C:37]([O:40][CH3:41])=[CH:38][CH:39]=1)([CH3:29])([CH3:28])[CH3:27].C(=O)(O)[O-].[Na+]. Product: [C:26]([O:30][C:31](=[O:51])[N:32]([C:42]1[CH:47]=[CH:46][C:45]([CH:48]([OH:49])[C:2]2[C:10]3[CH:9]=[N:8][CH:7]=[N:6][C:5]=3[N:4]([Si:11]([CH:18]([CH3:20])[CH3:19])([CH:15]([CH3:17])[CH3:16])[CH:12]([CH3:14])[CH3:13])[CH:3]=2)=[C:44]([CH3:50])[N:43]=1)[CH2:33][C:34]1[CH:35]=[N:36][C:37]([O:40][CH3:41])=[CH:38][CH:39]=1)([CH3:29])([CH3:28])[CH3:27]. The catalyst class is: 54. (5) Reactant: N([O-])=[O:2].[Na+].[CH:5]1([CH2:9][N:10]2[C:14]3[CH:15]=[CH:16][C:17](N)=[CH:18][C:13]=3[N:12]=[N:11]2)[CH2:8][CH2:7][CH2:6]1. Product: [CH:5]1([CH2:9][N:10]2[C:14]3[CH:15]=[CH:16][C:17]([OH:2])=[CH:18][C:13]=3[N:12]=[N:11]2)[CH2:8][CH2:7][CH2:6]1. The catalyst class is: 65.